This data is from Full USPTO retrosynthesis dataset with 1.9M reactions from patents (1976-2016). The task is: Predict the reactants needed to synthesize the given product. Given the product [CH3:1][O:2][C:3](=[O:20])[CH2:4][CH:5]([C:12]1[CH:13]=[CH:14][C:15]([O:18][CH3:19])=[C:16]([S:22]([OH:25])(=[O:24])=[O:23])[CH:17]=1)[C:6]1[CH:11]=[CH:10][CH:9]=[CH:8][CH:7]=1, predict the reactants needed to synthesize it. The reactants are: [CH3:1][O:2][C:3](=[O:20])[CH2:4][CH:5]([C:12]1[CH:17]=[CH:16][C:15]([O:18][CH3:19])=[CH:14][CH:13]=1)[C:6]1[CH:11]=[CH:10][CH:9]=[CH:8][CH:7]=1.Cl[S:22]([OH:25])(=[O:24])=[O:23].